This data is from Full USPTO retrosynthesis dataset with 1.9M reactions from patents (1976-2016). The task is: Predict the reactants needed to synthesize the given product. (1) Given the product [CH3:1][O:2][C:3]1[CH:20]=[CH:19][C:18]([O:21][CH3:22])=[CH:17][C:4]=1[CH2:5][C:6]1[N:7]([CH2:37][CH2:36][CH2:35][C:34]#[CH:33])[C:8]2[C:13]([N:14]=1)=[C:12]([NH2:15])[N:11]=[C:10]([NH2:16])[N:9]=2, predict the reactants needed to synthesize it. The reactants are: [CH3:1][O:2][C:3]1[CH:20]=[CH:19][C:18]([O:21][CH3:22])=[CH:17][C:4]=1[CH2:5][C:6]1[NH:7][C:8]2[C:13]([N:14]=1)=[C:12]([NH2:15])[N:11]=[C:10]([NH2:16])[N:9]=2.N1C=C2C(N=CN2)=NC=1.Cl[CH2:33][CH2:34][CH2:35][C:36]#[CH:37].C([O-])([O-])=O.[Cs+].[Cs+]. (2) Given the product [CH:6]1[C:1]([OH:7])=[CH:2][CH:3]=[C:4]([S:8]([OH:11])(=[O:10])=[O:9])[CH:5]=1, predict the reactants needed to synthesize it. The reactants are: [C:1]1([OH:7])[CH:6]=[CH:5][CH:4]=[CH:3][CH:2]=1.[S:8](=O)(=[O:11])([OH:10])[OH:9].